Binary Classification. Given a miRNA mature sequence and a target amino acid sequence, predict their likelihood of interaction. From a dataset of Experimentally validated miRNA-target interactions with 360,000+ pairs, plus equal number of negative samples. (1) The miRNA is hsa-miR-8065 with sequence UGUAGGAACAGUUGAAUUUUGGCU. The protein sequence of the target gene is MASSAQSGGSSGGPAVPTVQRGIIKMVLSGCAIIVRGQPRGGPPPERQINLSNIRAGNLARRAAATQPDAKDTPDEPWAFPAREFLRKKLIGKEVCFTIENKTPQGREYGMIYLGKDTNGENIAESLVAEGLATRREGMRANNPEQNRLSECEEQAKAAKKGMWSEGNGSHTIRDLKYTIENPRHFVDSHHQKPVNAIIEHVRDGSVVRALLLPDYYLVTVMLSGIKCPTFRREADGSETPEPFAAEAKFFTESRLLQRDVQIILESCHNQNILGTILHPNGNITELLLKEGFARCVDWS.... Result: 0 (no interaction). (2) Result: 0 (no interaction). The protein sequence of the target gene is MAAPILRSFSWGRWSGTLNLSVLLPLGLRKAHSGAQGLLAAQKARGLFKDFFPETGTKIELPELFDRGTASFPQTIYCGFDPTADSLHVGHLLALLGLFHLQRAGHNVIALVGGATARLGDPSGRTKEREALETERVRANARALRLGLEALAANHQQLFTDGRSWGSFTVLDNSAWYQKQHLVDFLAAVGGHFRMGTLLSRQSVQLRLKSPEGMSLAEFFYQVLQAYDFYYLFQRYGCRVQLGGSDQLGNIMSGYEFINKLTGEDVFGITVPLITSTTGAKLGKSAGNAVWLNRDKTSPF.... The miRNA is hsa-miR-6880-3p with sequence CCGCCUUCUCUCCUCCCCCAG. (3) The miRNA is mmu-miR-132-3p with sequence UAACAGUCUACAGCCAUGGUCG. The protein sequence of the target gene is MSSAPNGRKKRPSRSTRSSIFQISKPPLQSGDWERRGSGSESAHKTQRALDDCKMLVQEFNTQVALYRELVISIGDVSVSCPSLRAEMHKTRTKGCEMARQAHQKLAAISGPEDGEIHPEICRLYIQLQCCLEMYTTEMLKSICLLGSLQFHRKGKEASGGAKNLDSKIEENAETPALEDSLSSPLESQQQCWQVATDIENTERDMREMKNLLSKLRETMPLPLKNQDDSSLLNLTPYPMVRRRKRRFFGLCCLVSS. Result: 1 (interaction). (4) The miRNA is hsa-miR-4446-3p with sequence CAGGGCUGGCAGUGACAUGGGU. The protein sequence of the target gene is MCDFTEDQTAEFKEAFQLFDRTGDGKILYSQCGDVMRALGQNPTNAEVLKVLGNPKSDEMNVKVLDFEHFLPMLQTVAKNKDQGTYEDYVEGLRVFDKEGNGTVMGAEIRHVLVTLGEKMTEEEVEMLVAGHEDSNGCINYEAFVRHILSG. Result: 0 (no interaction). (5) The miRNA is mmu-miR-1946a with sequence AGCCGGGCAGUGGUGGCACACACUUUU. The protein sequence of the target gene is MIHSLFLINCSGDIFLEKHWKSVVSQSVCDYFFEAQEKAADVENVPPVISTPHHYLISIYRDKLFFVSVIQTEVPPLFVIEFLHRVADTFQDYFGECSEAAIKDNVVIVYELLEEMLDNGFPLATESNILKELIKPPTILRSVVNSITGSSNVGDTLPTGQLSNIPWRRAGVKYTNNEAYFDVVEEIDAIIDKSGSTVFAEIQGVIDACIKLSGMPDLSLSFMNPRLLDDVSFHPCIRFKRWESERVLSFIPPDGNFRLISYRVSSQNLVAIPVYVKHSISFKENSSCGRFDITIGPKQN.... Result: 0 (no interaction). (6) The miRNA is hsa-miR-8060 with sequence CCAUGAAGCAGUGGGUAGGAGGAC. The protein sequence of the target gene is MEAPRSAPRERERARTTSGSDQVHSWILVTSQVLSAAWRIARAFVMTTLSPLSATFSYFRSLYLYLGHQLKWWIGYLQRKFKRNLSVEAEVDLLSYCAREWKGEAPRARLMRKAYEELFWRHHIKCVRAVKRDNYDALRSVLFQIFSQGLSFPSWMKEKDIVKLPEKLLFSQGCNWIQQYSFGPEKYTGSNVFGKLRKCVELLKLQWTEFSGMRDHHKRGSMCNSLFSDAILECKLYEALKFLMLYQVTEAYEQMKTNKVIPSLFRLLFSRESSPDPLSFMMNHLNSIGDTCGLDQIDMF.... Result: 0 (no interaction).